This data is from Full USPTO retrosynthesis dataset with 1.9M reactions from patents (1976-2016). The task is: Predict the reactants needed to synthesize the given product. Given the product [CH2:35]([O:37][C:38](=[O:51])[C@@H:39]([O:48][CH2:49][CH3:50])[CH2:40][C:41]1[CH:46]=[CH:45][C:44]([O:20][CH2:21][CH2:22][C:23]2[CH:28]=[CH:27][C:26]([NH:29][C:30](=[O:34])[CH:31]([CH3:32])[CH3:33])=[CH:25][CH:24]=2)=[CH:43][CH:42]=1)[CH3:36], predict the reactants needed to synthesize it. The reactants are: C1(P(C2C=CC=CC=2)C2C=CC=CC=2)C=CC=CC=1.[OH:20][CH2:21][CH2:22][C:23]1[CH:28]=[CH:27][C:26]([NH:29][C:30](=[O:34])[CH:31]([CH3:33])[CH3:32])=[CH:25][CH:24]=1.[CH2:35]([O:37][C:38](=[O:51])[C@@H:39]([O:48][CH2:49][CH3:50])[CH2:40][C:41]1[CH:46]=[CH:45][C:44](O)=[CH:43][CH:42]=1)[CH3:36].N(C(N1CCCCC1)=O)=NC(N1CCCCC1)=O.